From a dataset of NCI-60 drug combinations with 297,098 pairs across 59 cell lines. Regression. Given two drug SMILES strings and cell line genomic features, predict the synergy score measuring deviation from expected non-interaction effect. (1) Synergy scores: CSS=43.1, Synergy_ZIP=12.0, Synergy_Bliss=12.3, Synergy_Loewe=15.0, Synergy_HSA=15.1. Drug 1: C1CC(=O)NC(=O)C1N2CC3=C(C2=O)C=CC=C3N. Cell line: RPMI-8226. Drug 2: C1=NC(=NC(=O)N1C2C(C(C(O2)CO)O)O)N. (2) Drug 1: C1=NC2=C(N=C(N=C2N1C3C(C(C(O3)CO)O)O)F)N. Drug 2: CC1C(C(CC(O1)OC2CC(CC3=C2C(=C4C(=C3O)C(=O)C5=C(C4=O)C(=CC=C5)OC)O)(C(=O)CO)O)N)O.Cl. Cell line: UACC-257. Synergy scores: CSS=15.4, Synergy_ZIP=-4.25, Synergy_Bliss=-0.220, Synergy_Loewe=-37.1, Synergy_HSA=-0.385. (3) Drug 1: CC1C(C(=O)NC(C(=O)N2CCCC2C(=O)N(CC(=O)N(C(C(=O)O1)C(C)C)C)C)C(C)C)NC(=O)C3=C4C(=C(C=C3)C)OC5=C(C(=O)C(=C(C5=N4)C(=O)NC6C(OC(=O)C(N(C(=O)CN(C(=O)C7CCCN7C(=O)C(NC6=O)C(C)C)C)C)C(C)C)C)N)C. Drug 2: C(=O)(N)NO. Cell line: SK-MEL-28. Synergy scores: CSS=4.59, Synergy_ZIP=-2.86, Synergy_Bliss=-1.95, Synergy_Loewe=-14.6, Synergy_HSA=-4.05. (4) Drug 1: CCC1=C2CN3C(=CC4=C(C3=O)COC(=O)C4(CC)O)C2=NC5=C1C=C(C=C5)O. Drug 2: C1=NNC2=C1C(=O)NC=N2. Cell line: MCF7. Synergy scores: CSS=18.5, Synergy_ZIP=-6.19, Synergy_Bliss=-4.49, Synergy_Loewe=-42.2, Synergy_HSA=-3.68. (5) Drug 1: C1=C(C(=O)NC(=O)N1)N(CCCl)CCCl. Synergy scores: CSS=30.5, Synergy_ZIP=-3.08, Synergy_Bliss=4.13, Synergy_Loewe=1.19, Synergy_HSA=1.45. Drug 2: C1=CC(=CC=C1CC(C(=O)O)N)N(CCCl)CCCl.Cl. Cell line: M14.